Dataset: Forward reaction prediction with 1.9M reactions from USPTO patents (1976-2016). Task: Predict the product of the given reaction. (1) Given the reactants [CH2:1]([CH:4]1[CH2:9][CH2:8][N:7]([C:10]([O:12][C:13]2[CH:18]=[CH:17][C:16]([F:19])=[C:15]([F:20])[CH:14]=2)=[O:11])[CH2:6][CH2:5]1)[C:2]#[CH:3].I[C:22]1[N:23]=[C:24]([NH2:40])[C:25]2[N:26]=[CH:27][N:28]([C:38]=2[N:39]=1)[C@@H:29]1[O:37][C@H:34]([CH2:35][OH:36])[C@@H:32]([OH:33])[C@H:30]1[OH:31], predict the reaction product. The product is: [F:20][C:15]1[CH:14]=[C:13]([CH:18]=[CH:17][C:16]=1[F:19])[O:12][C:10]([N:7]1[CH2:6][CH2:5][CH:4]([CH2:1][C:2]#[C:3][C:22]2[N:23]=[C:24]([NH2:40])[C:25]3[N:26]=[CH:27][N:28]([C:38]=3[N:39]=2)[C@@H:29]2[O:37][C@H:34]([CH2:35][OH:36])[C@@H:32]([OH:33])[C@H:30]2[OH:31])[CH2:9][CH2:8]1)=[O:11]. (2) The product is: [OH:23][NH:25][C:19]([C:17]1[CH:16]=[CH:15][C:6]2[CH2:7][N:8]([C:9]3[CH:14]=[CH:13][CH:12]=[CH:11][N:10]=3)[C@@H:2]([CH3:1])[CH2:3][O:4][C:5]=2[CH:18]=1)=[O:21]. Given the reactants [CH3:1][C@@H:2]1[N:8]([C:9]2[CH:14]=[CH:13][CH:12]=[CH:11][N:10]=2)[CH2:7][C:6]2[CH:15]=[CH:16][C:17]([C:19]([O:21]C)=O)=[CH:18][C:5]=2[O:4][CH2:3]1.[OH-:23].[Na+].[NH2:25]O, predict the reaction product. (3) Given the reactants [CH2:1]([O:8][N:9]1[C:15](=[O:16])[N:14]2[CH2:17][C@H:10]1[CH2:11][CH2:12][C@H:13]2[C:18]([OH:20])=O)[C:2]1[CH:7]=[CH:6][CH:5]=[CH:4][CH:3]=1.[NH2:21][O:22][C@H:23]1[CH2:27][NH:26][C:25](=[O:28])[CH2:24]1.ON1C2C=CC=CC=2N=N1.Cl.C(N=C=NCCCN(C)C)C, predict the reaction product. The product is: [CH2:1]([O:8][N:9]1[C:15](=[O:16])[N:14]2[CH2:17][C@H:10]1[CH2:11][CH2:12][C@H:13]2[C:18]([NH:21][O:22][C@@H:23]1[CH2:24][C:25](=[O:28])[NH:26][CH2:27]1)=[O:20])[C:2]1[CH:3]=[CH:4][CH:5]=[CH:6][CH:7]=1. (4) Given the reactants [Cl:1][C:2]1[CH:10]=[CH:9][CH:8]=[C:7]2[C:3]=1[C:4]([C:15]([OH:17])=O)=[CH:5][N:6]2[CH:11]1[CH2:14][O:13][CH2:12]1.Cl.[F:19][CH:20]([F:23])[CH2:21][NH2:22], predict the reaction product. The product is: [F:19][CH:20]([F:23])[CH2:21][NH:22][C:15]([C:4]1[C:3]2[C:7](=[CH:8][CH:9]=[CH:10][C:2]=2[Cl:1])[N:6]([CH:11]2[CH2:12][O:13][CH2:14]2)[CH:5]=1)=[O:17].